This data is from NCI-60 drug combinations with 297,098 pairs across 59 cell lines. The task is: Regression. Given two drug SMILES strings and cell line genomic features, predict the synergy score measuring deviation from expected non-interaction effect. (1) Drug 1: CC(C1=C(C=CC(=C1Cl)F)Cl)OC2=C(N=CC(=C2)C3=CN(N=C3)C4CCNCC4)N. Drug 2: CN1CCC(CC1)COC2=C(C=C3C(=C2)N=CN=C3NC4=C(C=C(C=C4)Br)F)OC. Cell line: BT-549. Synergy scores: CSS=-7.95, Synergy_ZIP=2.57, Synergy_Bliss=0.919, Synergy_Loewe=-5.26, Synergy_HSA=-4.03. (2) Drug 1: CCCS(=O)(=O)NC1=C(C(=C(C=C1)F)C(=O)C2=CNC3=C2C=C(C=N3)C4=CC=C(C=C4)Cl)F. Drug 2: C(=O)(N)NO. Cell line: M14. Synergy scores: CSS=38.6, Synergy_ZIP=4.17, Synergy_Bliss=3.91, Synergy_Loewe=-33.0, Synergy_HSA=2.41. (3) Drug 1: C1CCC(C1)C(CC#N)N2C=C(C=N2)C3=C4C=CNC4=NC=N3. Drug 2: CC1=C(C=C(C=C1)NC(=O)C2=CC=C(C=C2)CN3CCN(CC3)C)NC4=NC=CC(=N4)C5=CN=CC=C5. Cell line: RXF 393. Synergy scores: CSS=-8.03, Synergy_ZIP=-1.64, Synergy_Bliss=-8.93, Synergy_Loewe=-10.2, Synergy_HSA=-9.75. (4) Drug 1: CC1CCCC2(C(O2)CC(NC(=O)CC(C(C(=O)C(C1O)C)(C)C)O)C(=CC3=CSC(=N3)C)C)C. Drug 2: CC1C(C(CC(O1)OC2CC(CC3=C2C(=C4C(=C3O)C(=O)C5=CC=CC=C5C4=O)O)(C(=O)C)O)N)O. Cell line: NCIH23. Synergy scores: CSS=41.4, Synergy_ZIP=1.80, Synergy_Bliss=2.01, Synergy_Loewe=1.80, Synergy_HSA=1.62. (5) Drug 1: C1=NC2=C(N1)C(=S)N=C(N2)N. Drug 2: CN1C2=C(C=C(C=C2)N(CCCl)CCCl)N=C1CCCC(=O)O.Cl. Cell line: NCI-H460. Synergy scores: CSS=31.6, Synergy_ZIP=-2.18, Synergy_Bliss=-5.27, Synergy_Loewe=-38.7, Synergy_HSA=-5.39. (6) Synergy scores: CSS=2.63, Synergy_ZIP=-0.777, Synergy_Bliss=-2.39, Synergy_Loewe=-3.49, Synergy_HSA=-3.48. Drug 1: CS(=O)(=O)C1=CC(=C(C=C1)C(=O)NC2=CC(=C(C=C2)Cl)C3=CC=CC=N3)Cl. Cell line: HCT116. Drug 2: C1CNP(=O)(OC1)N(CCCl)CCCl. (7) Drug 1: C1C(C(OC1N2C=C(C(=O)NC2=O)F)CO)O. Drug 2: C1C(C(OC1N2C=NC3=C2NC=NCC3O)CO)O. Cell line: SNB-19. Synergy scores: CSS=32.0, Synergy_ZIP=-9.87, Synergy_Bliss=-3.43, Synergy_Loewe=-50.8, Synergy_HSA=-2.49. (8) Drug 1: CCN(CC)CCCC(C)NC1=C2C=C(C=CC2=NC3=C1C=CC(=C3)Cl)OC. Drug 2: C1C(C(OC1N2C=NC3=C2NC=NCC3O)CO)O. Cell line: IGROV1. Synergy scores: CSS=-0.854, Synergy_ZIP=0.318, Synergy_Bliss=-1.57, Synergy_Loewe=-1.93, Synergy_HSA=-2.99. (9) Drug 1: CC1=C(C=C(C=C1)NC(=O)C2=CC=C(C=C2)CN3CCN(CC3)C)NC4=NC=CC(=N4)C5=CN=CC=C5. Drug 2: C1=NC2=C(N=C(N=C2N1C3C(C(C(O3)CO)O)F)Cl)N. Cell line: SF-268. Synergy scores: CSS=-1.74, Synergy_ZIP=1.05, Synergy_Bliss=0.466, Synergy_Loewe=-7.84, Synergy_HSA=-4.20.